Dataset: Reaction yield outcomes from USPTO patents with 853,638 reactions. Task: Predict the reaction yield, written as a fraction of the theoretical maximum amount of product (1.0 means a 100% yield; for example, 0.34 means a 34% yield). The reactants are Cl[CH2:2][CH2:3][C:4]([NH:6][C:7]1[CH:12]=[CH:11][CH:10]=[CH:9][C:8]=1[F:13])=[O:5].[N+:14]([O-])([OH:16])=[O:15]. The catalyst is S(=O)(=O)(O)O.O. The product is [F:13][C:8]1[CH:9]=[C:10]([N+:14]([O-:16])=[O:15])[CH:11]=[C:12]2[C:7]=1[NH:6][C:4](=[O:5])[CH2:3][CH2:2]2. The yield is 0.920.